Dataset: Forward reaction prediction with 1.9M reactions from USPTO patents (1976-2016). Task: Predict the product of the given reaction. (1) Given the reactants CC1(C)C(C)(C)OB([C:9]2[CH:10]=[C:11]3[C:38](=[CH:39][CH:40]=2)[O:37][CH2:36][C:32]2([CH2:35][O:34][CH2:33]2)[C:12]23[CH2:16][O:15][C:14]([N:17]([C:25]([O:27][C:28]([CH3:31])([CH3:30])[CH3:29])=[O:26])[C:18]([O:20][C:21]([CH3:24])([CH3:23])[CH3:22])=[O:19])=[N:13]2)O1.Br[C:43]1[CH:44]=[N:45][CH:46]=[C:47]([C:49]#[C:50][CH2:51][O:52][CH3:53])[CH:48]=1.C([O-])([O-])=O.[Na+].[Na+].O1CCOCC1, predict the reaction product. The product is: [CH3:53][O:52][CH2:51][C:50]#[C:49][C:47]1[CH:48]=[C:43]([C:9]2[CH:10]=[C:11]3[C:38](=[CH:39][CH:40]=2)[O:37][CH2:36][C:32]2([CH2:35][O:34][CH2:33]2)[C:12]23[CH2:16][O:15][C:14]([N:17]([C:18]([O:20][C:21]([CH3:22])([CH3:24])[CH3:23])=[O:19])[C:25]([O:27][C:28]([CH3:31])([CH3:29])[CH3:30])=[O:26])=[N:13]2)[CH:44]=[N:45][CH:46]=1. (2) Given the reactants C1(C(NC(C)C)C(C2C=CC=CC=2F)CCN2CCN(C3C=CC=CC=3OC)CC2)CCCCC1.[O:36]1[C:41]2[CH:42]=[CH:43][CH:44]=[C:45]([N:46]3[CH2:51][CH2:50][NH:49][CH2:48][CH2:47]3)[C:40]=2[O:39][CH2:38][CH2:37]1.[F:52][C:53]1[CH:58]=[CH:57][CH:56]=[CH:55][C:54]=1[CH:59]([C:63](=[O:65])[CH3:64])[CH2:60][CH:61]=O, predict the reaction product. The product is: [O:36]1[C:41]2[CH:42]=[CH:43][CH:44]=[C:45]([N:46]3[CH2:51][CH2:50][N:49]([CH2:61][CH2:60][CH:59]([C:54]4[CH:55]=[CH:56][CH:57]=[CH:58][C:53]=4[F:52])[C:63](=[O:65])[CH3:64])[CH2:48][CH2:47]3)[C:40]=2[O:39][CH2:38][CH2:37]1. (3) Given the reactants [Na+:1].[CH2:2]([O:4][P:5]([C:8]([F:27])([F:26])[CH2:9][C@@H:10]([OH:25])[C@@H:11]([OH:24])[C@@H:12]([OH:23])[CH2:13][NH:14][O:15][CH2:16][C:17]1[CH:22]=[CH:21][CH:20]=[CH:19][CH:18]=1)(=[O:7])[O-:6])[CH3:3].[CH:28](OCC(F)(F)F)=[O:29], predict the reaction product. The product is: [Na+:1].[CH2:2]([O:4][P:5]([C:8]([F:27])([F:26])[CH2:9][C@@H:10]([OH:25])[C@@H:11]([OH:24])[C@@H:12]([OH:23])[CH2:13][N:14]([O:15][CH2:16][C:17]1[CH:22]=[CH:21][CH:20]=[CH:19][CH:18]=1)[CH:28]=[O:29])(=[O:6])[O-:7])[CH3:3]. (4) Given the reactants CO.C([O-])([O-])=O.[Na+].[Na+].Br[C:10]1[CH:11]=[C:12]([F:25])[C:13]([C:16]#[C:17][Si:18]([C:21]([CH3:24])([CH3:23])[CH3:22])([CH3:20])[CH3:19])=[N:14][CH:15]=1.[Cl:26][C:27]1[CH:32]=[CH:31][C:30](OB(O)O)=[CH:29][CH:28]=1, predict the reaction product. The product is: [C:21]([Si:18]([C:17]#[C:16][C:13]1[C:12]([F:25])=[CH:11][C:10]([C:30]2[CH:31]=[CH:32][C:27]([Cl:26])=[CH:28][CH:29]=2)=[CH:15][N:14]=1)([CH3:20])[CH3:19])([CH3:24])([CH3:23])[CH3:22]. (5) The product is: [CH2:1]([O:8][C:9]([NH:11][CH:12]([CH2:20][NH:21][C:22]1[C:27]([O:28][CH3:29])=[C:26]([N:30]2[CH2:35][CH2:34][CH:33]([C:36]3[CH:45]=[CH:44][C:43]4[CH2:42][CH2:41][CH2:40][NH:39][C:38]=4[N:37]=3)[CH2:32][CH2:31]2)[N:25]=[C:24]([CH3:46])[N:23]=1)[C:13]([O:15][C:16]([CH3:17])([CH3:18])[CH3:19])=[O:14])=[O:10])[C:2]1[CH:3]=[CH:4][CH:5]=[CH:6][CH:7]=1. Given the reactants [CH2:1]([O:8][C:9]([NH:11][CH:12]([CH2:20][NH:21][C:22]1[C:27]([O:28][CH3:29])=[C:26]([N:30]2[CH2:35][CH2:34][CH:33]([C:36]3[CH:45]=[CH:44][C:43]4[C:38](=[N:39][CH:40]=[CH:41][CH:42]=4)[N:37]=3)[CH2:32][CH2:31]2)[N:25]=[C:24]([CH3:46])[N:23]=1)[C:13]([O:15][C:16]([CH3:19])([CH3:18])[CH3:17])=[O:14])=[O:10])[C:2]1[CH:7]=[CH:6][CH:5]=[CH:4][CH:3]=1, predict the reaction product.